This data is from Full USPTO retrosynthesis dataset with 1.9M reactions from patents (1976-2016). The task is: Predict the reactants needed to synthesize the given product. (1) Given the product [Br-:28].[CH3:15][N:8]([C:6](=[O:7])[O:5][C:1]([CH3:2])([CH3:3])[CH3:4])[CH2:9][CH2:10][CH2:11][C:12](=[O:14])[NH:29][CH2:30][CH2:31][CH2:32][CH2:33][P+:34]([C:47]1[CH:52]=[CH:51][CH:50]=[CH:49][CH:48]=1)([C:35]1[CH:36]=[CH:37][CH:38]=[CH:39][CH:40]=1)[C:41]1[CH:46]=[CH:45][CH:44]=[CH:43][CH:42]=1, predict the reactants needed to synthesize it. The reactants are: [C:1]([O:5][C:6]([N:8]([CH3:15])[CH2:9][CH2:10][CH2:11][C:12]([OH:14])=O)=[O:7])([CH3:4])([CH3:3])[CH3:2].C1N=CN(C(N2C=NC=C2)=O)C=1.[Br-:28].[NH2:29][CH2:30][CH2:31][CH2:32][CH2:33][P+:34]([C:47]1[CH:52]=[CH:51][CH:50]=[CH:49][CH:48]=1)([C:41]1[CH:46]=[CH:45][CH:44]=[CH:43][CH:42]=1)[C:35]1[CH:40]=[CH:39][CH:38]=[CH:37][CH:36]=1. (2) Given the product [Cl:20][C:21]1[N:26]=[C:25]([CH2:27][C:4]([C:3]2[C:2]([F:1])=[C:11]([NH:12][C:13](=[O:14])[O:15][CH2:16][CH:17]=[CH2:18])[CH:10]=[CH:9][C:8]=2[F:19])=[O:6])[CH:24]=[CH:23][N:22]=1, predict the reactants needed to synthesize it. The reactants are: [F:1][C:2]1[C:11]([NH:12][C:13]([O:15][CH2:16][CH:17]=[CH2:18])=[O:14])=[CH:10][CH:9]=[C:8]([F:19])[C:3]=1[C:4]([O:6]C)=O.[Cl:20][C:21]1[N:26]=[C:25]([CH3:27])[CH:24]=[CH:23][N:22]=1. (3) Given the product [OH:33][CH:30]1[CH2:31][CH2:32][N:27]([CH2:2][CH2:3][CH2:4][O:5][C:6]2[CH:11]=[C:10]([CH2:12][NH:13][C:14](=[O:20])[O:15][C:16]([CH3:19])([CH3:18])[CH3:17])[CH:9]=[CH:8][C:7]=2[C:21]2[CH:26]=[CH:25][CH:24]=[CH:23][CH:22]=2)[CH2:28][CH2:29]1, predict the reactants needed to synthesize it. The reactants are: Cl[CH2:2][CH2:3][CH2:4][O:5][C:6]1[CH:11]=[C:10]([CH2:12][NH:13][C:14](=[O:20])[O:15][C:16]([CH3:19])([CH3:18])[CH3:17])[CH:9]=[CH:8][C:7]=1[C:21]1[CH:26]=[CH:25][CH:24]=[CH:23][CH:22]=1.[NH:27]1[CH2:32][CH2:31][CH:30]([OH:33])[CH2:29][CH2:28]1. (4) The reactants are: [NH:1]([C:3](=[O:25])[C:4]([NH:6][C:7]1[CH:24]=[CH:23][C:10]([O:11][C@@H:12]2[CH2:17][CH2:16][C@H:15]([C:18]([O:20]CC)=[O:19])[CH2:14][CH2:13]2)=[CH:9][CH:8]=1)=[O:5])[NH2:2].[F:26][C:27]1[CH:28]=[C:29]([N:34]=[C:35]=S)[CH:30]=[CH:31][C:32]=1[F:33].CCN=C=NCCCN(C)C.[OH-].[Na+].Cl. Given the product [F:26][C:27]1[CH:28]=[C:29]([NH:34][C:35]2[O:25][C:3]([C:4]([NH:6][C:7]3[CH:8]=[CH:9][C:10]([O:11][C@@H:12]4[CH2:13][CH2:14][C@H:15]([C:18]([OH:20])=[O:19])[CH2:16][CH2:17]4)=[CH:23][CH:24]=3)=[O:5])=[N:1][N:2]=2)[CH:30]=[CH:31][C:32]=1[F:33], predict the reactants needed to synthesize it. (5) Given the product [CH2:1]([O:3][C:4]([C:6]1[CH:7]=[N:8][C:9]2[C:14]([C:15]=1[NH:26][CH:23]1[CH2:24][CH2:25][C:20]([F:27])([F:19])[CH2:21][CH2:22]1)=[CH:13][CH:12]=[CH:11][C:10]=2[O:17][CH3:18])=[O:5])[CH3:2], predict the reactants needed to synthesize it. The reactants are: [CH2:1]([O:3][C:4]([C:6]1[CH:7]=[N:8][C:9]2[C:14]([C:15]=1Cl)=[CH:13][CH:12]=[CH:11][C:10]=2[O:17][CH3:18])=[O:5])[CH3:2].[F:19][C:20]1([F:27])[CH2:25][CH2:24][CH:23]([NH2:26])[CH2:22][CH2:21]1. (6) Given the product [Cl:1][C:2]1[CH:3]=[C:4]([C:8]2[S:9][C:10]([C:24]3[CH:29]=[CH:28][C:27]([N:30]4[CH2:35][CH2:34][S:33](=[O:36])(=[O:37])[CH2:32][CH2:31]4)=[CH:26][CH:25]=3)=[C:11]([C@@H:13]3[CH2:18][C:17]([F:20])([F:19])[CH2:16][CH2:15][C@H:14]3[C:21]([NH:39][C:40]3([C:43]#[N:44])[CH2:42][CH2:41]3)=[O:22])[N:12]=2)[CH:5]=[N:6][CH:7]=1, predict the reactants needed to synthesize it. The reactants are: [Cl:1][C:2]1[CH:3]=[C:4]([C:8]2[S:9][C:10]([C:24]3[CH:29]=[CH:28][C:27]([N:30]4[CH2:35][CH2:34][S:33](=[O:37])(=[O:36])[CH2:32][CH2:31]4)=[CH:26][CH:25]=3)=[C:11]([C@@H:13]3[CH2:18][C:17]([F:20])([F:19])[CH2:16][CH2:15][C@H:14]3[C:21](O)=[O:22])[N:12]=2)[CH:5]=[N:6][CH:7]=1.Cl.[NH2:39][C:40]1([C:43]#[N:44])[CH2:42][CH2:41]1.CN(C(ON1N=NC2C=CC=NC1=2)=[N+](C)C)C.F[P-](F)(F)(F)(F)F.CCN(C(C)C)C(C)C. (7) Given the product [O:28]=[C:23]1[CH2:24][CH2:25][C:26](=[O:27])[N:22]1[O:10][C:9](=[O:11])[CH2:8][CH2:7][CH2:6][CH2:5][CH2:4][N:1]=[N+:2]=[N-:3], predict the reactants needed to synthesize it. The reactants are: [N:1]([CH2:4][CH2:5][CH2:6][CH2:7][CH2:8][C:9]([OH:11])=[O:10])=[N+:2]=[N-:3].CC1C=C(C)N=C(C)C=1.O[N:22]1[C:26](=[O:27])[CH2:25][CH2:24][C:23]1=[O:28].FC(F)(F)C(OC(=O)C(F)(F)F)=O. (8) Given the product [OH:18][CH2:17][C@@H:16]1[NH:15][C:13](=[O:14])[C:7]2=[C:6]3[C:11](=[CH:10][CH:9]=[CH:8]2)[CH:12]2[CH2:1][CH2:2][CH2:3][CH:4]2[N:5]3[C:20]1=[O:21], predict the reactants needed to synthesize it. The reactants are: [CH2:1]1[CH:12]2[CH:4]([NH:5][C:6]3[C:7]([C:13]([NH:15][C@@H:16]([CH2:20][OH:21])[C:17](O)=[O:18])=[O:14])=[CH:8][CH:9]=[CH:10][C:11]=32)[CH2:3][CH2:2]1. (9) Given the product [Cl:1][C:2]1[N:7]=[C:6]([NH:8][C@@H:9]([C:12]([CH3:13])([CH3:15])[CH3:14])[CH2:10][S:11][CH2:24][C:25]([O:27][C:28]([CH3:31])([CH3:30])[CH3:29])=[O:26])[C:5]([F:16])=[CH:4][N:3]=1, predict the reactants needed to synthesize it. The reactants are: [Cl:1][C:2]1[N:7]=[C:6]([NH:8][C@@H:9]([C:12]([CH3:15])([CH3:14])[CH3:13])[CH2:10][SH:11])[C:5]([F:16])=[CH:4][N:3]=1.C([O-])([O-])=O.[K+].[K+].Br[CH2:24][C:25]([O:27][C:28]([CH3:31])([CH3:30])[CH3:29])=[O:26]. (10) Given the product [F:19][C:8]1[CH:9]=[N:10][CH:11]=[C:12]([CH:13]([CH3:18])[C:14]([F:17])([F:15])[F:16])[C:7]=1[C:6]([OH:20])=[O:5], predict the reactants needed to synthesize it. The reactants are: C([O:5][C:6](=[O:20])[C:7]1[C:12]([CH:13]([CH3:18])[C:14]([F:17])([F:16])[F:15])=[CH:11][N:10]=[CH:9][C:8]=1[F:19])(C)(C)C.C(O)(C(F)(F)F)=O.